Dataset: Forward reaction prediction with 1.9M reactions from USPTO patents (1976-2016). Task: Predict the product of the given reaction. (1) Given the reactants CO[C:3](=[NH:34])[C:4]1[CH:9]=[CH:8][CH:7]=[C:6]([NH:10][C:11]([NH:13][C:14]2[CH:19]=[CH:18][C:17]([C:20](=[O:33])[NH:21][CH2:22][C:23]3[CH:28]=[CH:27][C:26]([S:29](=[O:32])(=[O:31])[NH2:30])=[CH:25][CH:24]=3)=[CH:16][CH:15]=2)=[O:12])[CH:5]=1.[NH3:35], predict the reaction product. The product is: [C:3]([C:4]1[CH:5]=[C:6]([NH:10][C:11](=[O:12])[NH:13][C:14]2[CH:15]=[CH:16][C:17]([C:20]([NH:21][CH2:22][C:23]3[CH:28]=[CH:27][C:26]([S:29](=[O:32])(=[O:31])[NH2:30])=[CH:25][CH:24]=3)=[O:33])=[CH:18][CH:19]=2)[CH:7]=[CH:8][CH:9]=1)(=[NH:34])[NH2:35]. (2) Given the reactants [OH:1][C@@H:2]([C:5]1[N:10]=[C:9]([C:11]2[CH:16]=[CH:15][C:14]([O:17][C:18]3[CH:23]=[CH:22][C:21]([F:24])=[CH:20][CH:19]=3)=[CH:13][CH:12]=2)[N:8]=[C:7]([C:25]([NH:27][C@@H:28]([CH3:33])[C:29]([O:31]C)=O)=[O:26])[CH:6]=1)[CH2:3][OH:4].[NH3:34], predict the reaction product. The product is: [NH2:34][C:29](=[O:31])[C@@H:28]([NH:27][C:25]([C:7]1[CH:6]=[C:5]([C@H:2]([OH:1])[CH2:3][OH:4])[N:10]=[C:9]([C:11]2[CH:16]=[CH:15][C:14]([O:17][C:18]3[CH:19]=[CH:20][C:21]([F:24])=[CH:22][CH:23]=3)=[CH:13][CH:12]=2)[N:8]=1)=[O:26])[CH3:33]. (3) Given the reactants [Si]([N:5]=[N+:6]=[N-:7])(C)(C)C.[CH2:8]([O:15][C:16]1[CH:21]=[C:20]([O:22][CH2:23][C:24]2[CH:29]=[CH:28][CH:27]=[CH:26][CH:25]=2)[C:19](N)=[CH:18][C:17]=1[CH:31]([CH3:33])[CH3:32])[C:9]1[CH:14]=[CH:13][CH:12]=[CH:11][CH:10]=1, predict the reaction product. The product is: [CH2:8]([O:15][C:16]1[CH:21]=[C:20]([O:22][CH2:23][C:24]2[CH:29]=[CH:28][CH:27]=[CH:26][CH:25]=2)[C:19]([N:5]=[N+:6]=[N-:7])=[CH:18][C:17]=1[CH:31]([CH3:33])[CH3:32])[C:9]1[CH:10]=[CH:11][CH:12]=[CH:13][CH:14]=1. (4) The product is: [CH:12]1([O:1][CH:2]2[O:6][C@H:5]3[CH2:7][C:8]([CH:10]=[O:11])=[CH:9][C@H:4]3[CH2:3]2)[CH2:17][CH2:16][CH2:15][CH2:14][CH2:13]1. Given the reactants [OH:1][CH:2]1[O:6][C@H:5]2[CH2:7][C:8]([CH:10]=[O:11])=[CH:9][C@H:4]2[CH2:3]1.[CH:12]1(O)[CH2:17][CH2:16][CH2:15][CH2:14][CH2:13]1.[O-]S([O-])(=O)=O.[Mg+2], predict the reaction product. (5) Given the reactants N#N.Br[C:4]1[CH:9]=[CH:8][C:7]([CH3:10])=[CH:6][C:5]=1[F:11].C([Li])CCC.C([O:19][B:20](OCC)[O:21]CC)C, predict the reaction product. The product is: [F:11][C:5]1[CH:6]=[C:7]([CH3:10])[CH:8]=[CH:9][C:4]=1[B:20]([OH:21])[OH:19].